From a dataset of Full USPTO retrosynthesis dataset with 1.9M reactions from patents (1976-2016). Predict the reactants needed to synthesize the given product. Given the product [CH3:3][C:4]1[N:8]([C:9]2[CH:10]=[CH:11][C:12]([CH2:15][C:16]([OH:18])=[O:17])=[N:13][CH:14]=2)[N:7]=[N:6][N:5]=1, predict the reactants needed to synthesize it. The reactants are: [OH-].[Li+].[CH3:3][C:4]1[N:8]([C:9]2[CH:10]=[CH:11][C:12]([CH2:15][C:16]([O:18]CC)=[O:17])=[N:13][CH:14]=2)[N:7]=[N:6][N:5]=1.